From a dataset of NCI-60 drug combinations with 297,098 pairs across 59 cell lines. Regression. Given two drug SMILES strings and cell line genomic features, predict the synergy score measuring deviation from expected non-interaction effect. (1) Drug 1: CS(=O)(=O)CCNCC1=CC=C(O1)C2=CC3=C(C=C2)N=CN=C3NC4=CC(=C(C=C4)OCC5=CC(=CC=C5)F)Cl. Drug 2: C(=O)(N)NO. Cell line: HCC-2998. Synergy scores: CSS=4.78, Synergy_ZIP=-0.152, Synergy_Bliss=1.52, Synergy_Loewe=-24.9, Synergy_HSA=-1.54. (2) Drug 1: CC1=C2C(C(=O)C3(C(CC4C(C3C(C(C2(C)C)(CC1OC(=O)C(C(C5=CC=CC=C5)NC(=O)C6=CC=CC=C6)O)O)OC(=O)C7=CC=CC=C7)(CO4)OC(=O)C)O)C)OC(=O)C. Drug 2: CS(=O)(=O)OCCCCOS(=O)(=O)C. Cell line: CCRF-CEM. Synergy scores: CSS=73.0, Synergy_ZIP=-6.60, Synergy_Bliss=-6.87, Synergy_Loewe=-21.9, Synergy_HSA=-4.21. (3) Drug 1: CN1C(=O)N2C=NC(=C2N=N1)C(=O)N. Drug 2: CC1C(C(CC(O1)OC2CC(OC(C2O)C)OC3=CC4=CC5=C(C(=O)C(C(C5)C(C(=O)C(C(C)O)O)OC)OC6CC(C(C(O6)C)O)OC7CC(C(C(O7)C)O)OC8CC(C(C(O8)C)O)(C)O)C(=C4C(=C3C)O)O)O)O. Cell line: MALME-3M. Synergy scores: CSS=30.3, Synergy_ZIP=1.80, Synergy_Bliss=0.389, Synergy_Loewe=-61.3, Synergy_HSA=-2.60. (4) Drug 1: C1=CC=C(C(=C1)C(C2=CC=C(C=C2)Cl)C(Cl)Cl)Cl. Drug 2: CC1=C(C=C(C=C1)C(=O)NC2=CC(=CC(=C2)C(F)(F)F)N3C=C(N=C3)C)NC4=NC=CC(=N4)C5=CN=CC=C5. Cell line: OVCAR-5. Synergy scores: CSS=-2.64, Synergy_ZIP=2.49, Synergy_Bliss=0.495, Synergy_Loewe=-2.99, Synergy_HSA=-2.67. (5) Drug 1: CS(=O)(=O)CCNCC1=CC=C(O1)C2=CC3=C(C=C2)N=CN=C3NC4=CC(=C(C=C4)OCC5=CC(=CC=C5)F)Cl. Drug 2: N.N.Cl[Pt+2]Cl. Cell line: HCT-15. Synergy scores: CSS=41.7, Synergy_ZIP=-15.3, Synergy_Bliss=-11.0, Synergy_Loewe=-6.46, Synergy_HSA=-5.33. (6) Cell line: MOLT-4. Drug 1: CC1C(C(CC(O1)OC2CC(CC3=C2C(=C4C(=C3O)C(=O)C5=CC=CC=C5C4=O)O)(C(=O)C)O)N)O. Synergy scores: CSS=60.9, Synergy_ZIP=-5.63, Synergy_Bliss=-8.34, Synergy_Loewe=-4.84, Synergy_HSA=-2.90. Drug 2: CC1C(C(CC(O1)OC2CC(CC3=C2C(=C4C(=C3O)C(=O)C5=C(C4=O)C(=CC=C5)OC)O)(C(=O)CO)O)N)O.Cl.